Dataset: Forward reaction prediction with 1.9M reactions from USPTO patents (1976-2016). Task: Predict the product of the given reaction. Given the reactants [F:1][CH:2]([F:15])[O:3][C:4]1[N:8]([CH3:9])[N:7]=[C:6]([C:10]([F:13])([F:12])[F:11])[C:5]=1[CH3:14].C(=O)([O-])O.[Na+].[Cl:21]Cl, predict the reaction product. The product is: [Cl:21][CH2:14][C:5]1[C:6]([C:10]([F:13])([F:12])[F:11])=[N:7][N:8]([CH3:9])[C:4]=1[O:3][CH:2]([F:1])[F:15].